From a dataset of Full USPTO retrosynthesis dataset with 1.9M reactions from patents (1976-2016). Predict the reactants needed to synthesize the given product. (1) Given the product [F:27][C:24]([F:25])([F:26])[C:22]1[CH:21]=[C:5]([CH:4]=[C:3]([C:2]([F:28])([F:1])[F:29])[CH:23]=1)[CH2:6][N:7]1[C:11]([C:31]2[CH:30]=[CH:11][N:7]=[CH:6][CH:5]=2)=[C:10]([C:18]([N:41]([CH3:42])[C:39](=[O:40])[C:38]2[CH:43]=[CH:44][CH:45]=[CH:46][C:37]=2[Cl:36])=[O:19])[N:9]=[N:8]1, predict the reactants needed to synthesize it. The reactants are: [F:1][C:2]([F:29])([F:28])[C:3]1[CH:4]=[C:5]([CH:21]=[C:22]([C:24]([F:27])([F:26])[F:25])[CH:23]=1)[CH2:6][N:7]1[C:11](C2C=NC=CC=2)=[C:10]([C:18](O)=[O:19])[N:9]=[N:8]1.[C:30](Cl)(=O)[C:31](Cl)=O.[Cl:36][C:37]1[CH:46]=[CH:45][CH:44]=[CH:43][C:38]=1[C:39]([NH:41][CH3:42])=[O:40].[H-].[Na+]. (2) Given the product [C:28]([O:27][C:25]([N:22]1[CH2:21][CH2:20][N:19]([C:17]2[N:16]=[C:15]([C:32]3[CH:37]=[CH:36][N:35]=[C:34]([Cl:38])[CH:33]=3)[CH:14]=[C:13]([C:11](=[O:12])[NH:8][CH:5]([CH3:7])[CH3:6])[CH:18]=2)[CH2:24][CH2:23]1)=[O:26])([CH3:29])([CH3:30])[CH3:31], predict the reactants needed to synthesize it. The reactants are: C[Al](C)C.[CH:5]([NH2:8])([CH3:7])[CH3:6].CO[C:11]([C:13]1[CH:18]=[C:17]([N:19]2[CH2:24][CH2:23][N:22]([C:25]([O:27][C:28]([CH3:31])([CH3:30])[CH3:29])=[O:26])[CH2:21][CH2:20]2)[N:16]=[C:15]([C:32]2[CH:37]=[CH:36][N:35]=[C:34]([Cl:38])[CH:33]=2)[CH:14]=1)=[O:12]. (3) Given the product [C:12]1([N:11]2[C:7]([O:6][C:5]3[CH:18]=[CH:19][CH:20]=[CH:21][C:4]=3[NH2:1])=[CH:8][CH:9]=[N:10]2)[CH:13]=[CH:14][CH:15]=[CH:16][CH:17]=1, predict the reactants needed to synthesize it. The reactants are: [N+:1]([C:4]1[CH:21]=[CH:20][CH:19]=[CH:18][C:5]=1[O:6][C:7]1[N:11]([C:12]2[CH:17]=[CH:16][CH:15]=[CH:14][CH:13]=2)[N:10]=[CH:9][CH:8]=1)([O-])=O. (4) Given the product [CH3:1][O:2][C:3](=[O:13])[CH2:4][C@H:5]([NH:12][C:14]([O:16][C:17]([CH3:20])([CH3:19])[CH3:18])=[O:15])[C:6]1[CH:11]=[CH:10][CH:9]=[CH:8][CH:7]=1, predict the reactants needed to synthesize it. The reactants are: [CH3:1][O:2][C:3](=[O:13])[CH2:4][C@H:5]([NH2:12])[C:6]1[CH:11]=[CH:10][CH:9]=[CH:8][CH:7]=1.[C:14](O[C:14]([O:16][C:17]([CH3:20])([CH3:19])[CH3:18])=[O:15])([O:16][C:17]([CH3:20])([CH3:19])[CH3:18])=[O:15].[OH-].[Na+]. (5) Given the product [CH:13]1([O:1][N:2]2[C:3](=[O:12])[C:4]3[C:5](=[CH:8][CH:9]=[CH:10][CH:11]=3)[C:6]2=[O:7])[CH2:17][CH2:16][CH2:15][CH2:14]1, predict the reactants needed to synthesize it. The reactants are: [OH:1][N:2]1[C:6](=[O:7])[C:5]2=[CH:8][CH:9]=[CH:10][CH:11]=[C:4]2[C:3]1=[O:12].[CH:13]1(Br)[CH2:17][CH2:16][CH2:15][CH2:14]1.CCCCCCC=CCCC. (6) Given the product [C:28]([C:25]1[CH:24]=[CH:23][C:22]([S:19]([NH:18][CH2:17][C:14]2[CH:15]=[CH:16][C:11]([O:10][C:8]3[CH:7]=[CH:6][C:5]([NH:31][S:32]([C:35]4[CH:36]=[CH:37][C:38]([CH3:41])=[CH:39][CH:40]=4)(=[O:33])=[O:34])=[C:4]([CH:9]=3)[C:3]([OH:42])=[O:2])=[CH:12][CH:13]=2)(=[O:20])=[O:21])=[CH:27][CH:26]=1)(=[O:30])[CH3:29], predict the reactants needed to synthesize it. The reactants are: C[O:2][C:3](=[O:42])[C:4]1[CH:9]=[C:8]([O:10][C:11]2[CH:16]=[CH:15][C:14]([CH2:17][NH:18][S:19]([C:22]3[CH:27]=[CH:26][C:25]([C:28](=[O:30])[CH3:29])=[CH:24][CH:23]=3)(=[O:21])=[O:20])=[CH:13][CH:12]=2)[CH:7]=[CH:6][C:5]=1[NH:31][S:32]([C:35]1[CH:40]=[CH:39][C:38]([CH3:41])=[CH:37][CH:36]=1)(=[O:34])=[O:33].[Li+].[OH-].